From a dataset of Full USPTO retrosynthesis dataset with 1.9M reactions from patents (1976-2016). Predict the reactants needed to synthesize the given product. (1) Given the product [Cl:1][C:2]1[CH:3]=[C:4]2[C:9](=[CH:10][CH:11]=1)[N:8]1[C:12]([CH2:15][CH2:16][CH2:17][OH:18])=[N:13][CH:14]=[C:7]1[C:6](=[O:22])[NH:5]2, predict the reactants needed to synthesize it. The reactants are: [Cl:1][C:2]1[CH:3]=[C:4]2[C:9](=[CH:10][CH:11]=1)[N:8]1[C:12]([CH2:15][CH2:16][C:17](OCC)=[O:18])=[N:13][CH:14]=[C:7]1[C:6](=[O:22])[NH:5]2.[H-].[Al+3].[Li+].[H-].[H-].[H-]. (2) Given the product [ClH:35].[ClH:43].[ClH:35].[Cl:35][C:29]1[CH:30]=[CH:31][CH:32]=[C:33]2[C:28]=1[CH:27]=[N:26][C:25]([C:23]1[C:22]([NH2:36])=[N:21][CH:20]=[C:19]([C:17]3[CH:16]=[N:15][N:14]([CH:11]4[CH2:10][CH2:9][NH:8][CH2:13][CH2:12]4)[CH:18]=3)[CH:24]=1)=[CH:34]2, predict the reactants needed to synthesize it. The reactants are: C(OC([N:8]1[CH2:13][CH2:12][CH:11]([N:14]2[CH:18]=[C:17]([C:19]3[CH:20]=[N:21][C:22]([NH2:36])=[C:23]([C:25]4[N:26]=[CH:27][C:28]5[C:33]([CH:34]=4)=[CH:32][CH:31]=[CH:30][C:29]=5[Cl:35])[CH:24]=3)[CH:16]=[N:15]2)[CH2:10][CH2:9]1)=O)(C)(C)C.O1CCOCC1.[ClH:43]. (3) Given the product [CH3:17][C:14]1[CH:15]=[CH:16][C:11]([N:1]2[C:9]3[C:4](=[CH:5][CH:6]=[CH:7][CH:8]=3)[CH:3]=[CH:2]2)=[CH:12][CH:13]=1, predict the reactants needed to synthesize it. The reactants are: [NH:1]1[C:9]2[C:4](=[CH:5][CH:6]=[CH:7][CH:8]=2)[CH:3]=[CH:2]1.Cl[C:11]1[CH:16]=[CH:15][C:14]([CH3:17])=[CH:13][CH:12]=1.CC([O-])(C)C.[Na+]. (4) Given the product [CH:32]([NH:35][C:29]([C:10]1[N:11]([CH3:28])[C:12]([CH2:16][NH:17][S:18]([C:21]2[CH:22]=[C:23]([CH3:27])[CH:24]=[CH:25][CH:26]=2)(=[O:20])=[O:19])=[CH:13][C:14](=[O:15])[C:9]=1[O:8][CH2:1][C:2]1[CH:7]=[CH:6][CH:5]=[CH:4][CH:3]=1)=[O:30])([CH3:34])[CH3:33], predict the reactants needed to synthesize it. The reactants are: [CH2:1]([O:8][C:9]1[C:14](=[O:15])[CH:13]=[C:12]([CH2:16][NH:17][S:18]([C:21]2[CH:22]=[C:23]([CH3:27])[CH:24]=[CH:25][CH:26]=2)(=[O:20])=[O:19])[N:11]([CH3:28])[C:10]=1[C:29](O)=[O:30])[C:2]1[CH:7]=[CH:6][CH:5]=[CH:4][CH:3]=1.[CH:32]([NH:35]C(C1N(C)C(CNS(C2C=CC=CC=2)(=O)=O)=CC(=O)C=1OCC1C=CC=CC=1)=O)([CH3:34])[CH3:33]. (5) The reactants are: C(OO)(=[O:3])C.[CH2:6]([O:13][CH2:14][C:15]1[N:16]([CH2:28][C:29]([CH3:32])([OH:31])[CH3:30])[C:17]2[C:26]3[CH:25]=[CH:24][CH:23]=[CH:22][C:21]=3[N:20]=[CH:19][C:18]=2[N:27]=1)[C:7]1[CH:12]=[CH:11][CH:10]=[CH:9][CH:8]=1.C(OC)(=O)C. Given the product [CH2:6]([O:13][CH2:14][C:15]1[N:16]([CH2:28][C:29]([CH3:32])([OH:31])[CH3:30])[C:17]2[C:26]3[CH:25]=[CH:24][CH:23]=[CH:22][C:21]=3[N+:20]([O-:3])=[CH:19][C:18]=2[N:27]=1)[C:7]1[CH:12]=[CH:11][CH:10]=[CH:9][CH:8]=1, predict the reactants needed to synthesize it. (6) Given the product [CH3:22][N:21]1[C:14]2[N:15]([C:16](=[O:18])[N:17]=[C:12]([O:1][CH2:2][C:3]3[CH:4]=[C:5]([CH:8]=[CH:9][CH:10]=3)[C:6]#[N:7])[CH:13]=2)[CH2:19][C:20]1([CH3:24])[CH3:23], predict the reactants needed to synthesize it. The reactants are: [OH:1][CH2:2][C:3]1[CH:4]=[C:5]([CH:8]=[CH:9][CH:10]=1)[C:6]#[N:7].Cl[C:12]1[CH:13]=[C:14]2[N:21]([CH3:22])[C:20]([CH3:24])([CH3:23])[CH2:19][N:15]2[C:16](=[O:18])[N:17]=1. (7) Given the product [C:30]12([CH2:40][O:41][C:42]3[C:50]([CH:51]4[CH2:52][CH2:53]4)=[CH:49][C:45]([C:46]([NH:48][S:66]([CH:63]4[CH2:64][CH2:65][O:60][CH2:61][CH2:62]4)(=[O:68])=[O:67])=[O:47])=[C:44]([F:54])[CH:43]=3)[CH2:37][CH:36]3[CH2:38][CH:32]([CH2:33][CH:34]([CH2:35]3)[CH2:39]1)[CH2:31]2, predict the reactants needed to synthesize it. The reactants are: C12(COC3C=CC(C(N)=O)=CC=3C3C(OC)=NC=CC=3)CC3CC(CC(C3)C1)C2.[C:30]12([CH2:40][O:41][C:42]3[C:50]([CH:51]4[CH2:53][CH2:52]4)=[CH:49][C:45]([C:46]([NH2:48])=[O:47])=[C:44]([F:54])[CH:43]=3)[CH2:39][CH:34]3[CH2:35][CH:36]([CH2:38][CH:32]([CH2:33]3)[CH2:31]1)[CH2:37]2.CS(Cl)(=O)=O.[O:60]1[CH2:65][CH2:64][CH:63]([S:66](Cl)(=[O:68])=[O:67])[CH2:62][CH2:61]1. (8) Given the product [Cl:1][C:2]1[N:10]=[CH:9][C:8]2[NH:7][C:6]3[N:21]=[CH:22][C:23]([O:26][CH2:27][CH2:28][O:29][CH3:30])=[C:24]([I:25])[C:5]=3[C:4]=2[CH:3]=1, predict the reactants needed to synthesize it. The reactants are: [Cl:1][C:2]1[N:10]=[CH:9][C:8]2[N:7](S(C3C=CC(C)=CC=3)(=O)=O)[C:6]3[N:21]=[CH:22][C:23]([O:26][CH2:27][CH2:28][O:29][CH3:30])=[C:24]([I:25])[C:5]=3[C:4]=2[CH:3]=1.O.[OH-].[Li+].O.Cl. (9) Given the product [Cl:19][C:12]1[C:13]([F:18])=[CH:14][CH:15]=[C:16]([F:17])[C:11]=1[CH2:10][N:9]1[CH2:8][CH2:7][NH:6][C:5]2[N:20]=[CH:21][C:2]([C:34]3[CH:33]=[N:32][N:31]([CH2:30][CH2:29][N:26]4[CH2:27][CH2:28][O:23][CH2:24][CH2:25]4)[CH:35]=3)=[C:3]([CH3:22])[C:4]1=2, predict the reactants needed to synthesize it. The reactants are: Br[C:2]1[CH:21]=[N:20][C:5]2[NH:6][CH2:7][CH2:8][N:9]([CH2:10][C:11]3[C:16]([F:17])=[CH:15][CH:14]=[C:13]([F:18])[C:12]=3[Cl:19])[C:4]=2[C:3]=1[CH3:22].[O:23]1[CH2:28][CH2:27][N:26]([CH2:29][CH2:30][N:31]2[CH:35]=[C:34](B3OC(C)(C)C(C)(C)O3)[CH:33]=[N:32]2)[CH2:25][CH2:24]1. (10) Given the product [CH3:3][S:4][C:5]1[CH:6]=[CH:7][C:8]([CH:11]([CH:18]=[O:19])[C:12]([O:14][CH2:15][CH3:16])=[O:13])=[CH:9][CH:10]=1, predict the reactants needed to synthesize it. The reactants are: [H-].[Na+].[CH3:3][S:4][C:5]1[CH:10]=[CH:9][C:8]([CH2:11][C:12]([O:14][CH2:15][CH3:16])=[O:13])=[CH:7][CH:6]=1.Cl.[CH:18](OCC)=[O:19].